From a dataset of Forward reaction prediction with 1.9M reactions from USPTO patents (1976-2016). Predict the product of the given reaction. (1) The product is: [N:28]1([C:25]2[CH:26]=[CH:27][C:22]([NH2:15])=[CH:23][CH:24]=2)[CH2:33][CH2:32][O:31][CH2:30][CH2:29]1. Given the reactants CS(C1C=CC(C2C=CC3[N:15](N=C(N)N=3)C=2)=CC=1)(=O)=O.Br[C:22]1[CH:27]=[CH:26][C:25]([N:28]2[CH2:33][CH2:32][O:31][CH2:30][CH2:29]2)=[CH:24][CH:23]=1.C1(P(C2CCCCC2)C2C=CC=CC=2C2C=CC=CC=2P(C2CCCCC2)C2CCCCC2)CCCCC1, predict the reaction product. (2) Given the reactants CC(NC1C=CC(O)=CC=1)=O.[CH3:12][N:13]1[C@@H:30]2[CH2:31][C:18]3[CH:19]=[CH:20][C:21]([O:32][CH3:33])=[C:22]4[O:23][C@H:24]5[C:25]([CH2:27][CH2:28][C@@H:29]2[C@:16]5([C:17]=34)[CH2:15][CH2:14]1)=[O:26].C(O)(C(O)=O)C(O)C(O)=O, predict the reaction product. The product is: [CH3:12][N:13]1[C@@H:30]2[CH2:31][C:18]3[CH:19]=[CH:20][C:21]([O:32][CH3:33])=[C:22]4[O:23][C@H:24]5[C:25]([CH2:27][CH2:28][C@@H:29]2[C@:16]5([C:17]=34)[CH2:15][CH2:14]1)=[O:26]. (3) Given the reactants [Cl:1][C:2]1[CH:3]=[C:4]([N:9]2[C:13](=[O:14])[C:12](=[O:15])[N:11]=[C:10]2SC)[CH:5]=[CH:6][C:7]=1[Cl:8].[CH:18]([NH:21][C:22]([NH:24][C:25]([O:27][C:28]([CH3:31])([CH3:30])[CH3:29])=[O:26])=[NH:23])([CH3:20])[CH3:19], predict the reaction product. The product is: [Cl:1][C:2]1[CH:3]=[C:4]([N:9]2[C:13](=[O:14])[C:12](=[O:15])[NH:11][C:10]2=[N:23][C:22]([NH:21][CH:18]([CH3:20])[CH3:19])=[N:24][C:25]([O:27][C:28]([CH3:29])([CH3:30])[CH3:31])=[O:26])[CH:5]=[CH:6][C:7]=1[Cl:8]. (4) Given the reactants [CH3:1][O:2][C:3](=[O:28])[C:4]1[CH:9]=[C:8]([O:10]CC2C=CC=CC=2C)[CH:7]=[C:6](/[CH:19]=[CH:20]/[C:21]2[CH:26]=[CH:25][C:24]([F:27])=[CH:23][CH:22]=2)[CH:5]=1.C1(SC)C=CC=CC=1, predict the reaction product. The product is: [CH3:1][O:2][C:3](=[O:28])[C:4]1[CH:9]=[C:8]([OH:10])[CH:7]=[C:6](/[CH:19]=[CH:20]/[C:21]2[CH:26]=[CH:25][C:24]([F:27])=[CH:23][CH:22]=2)[CH:5]=1. (5) Given the reactants [N:1]1([C:7]([O:9][C:10]([CH3:13])([CH3:12])[CH3:11])=[O:8])[CH2:6][CH2:5][NH:4][CH2:3][CH2:2]1.C(N(CC)CC)C.[F:21][C:22]1[CH:27]=[CH:26][C:25]([CH2:28][N:29]=[C:30]=[O:31])=[CH:24][CH:23]=1, predict the reaction product. The product is: [F:21][C:22]1[CH:23]=[CH:24][C:25]([CH2:28][NH:29][C:30]([N:4]2[CH2:5][CH2:6][N:1]([C:7]([O:9][C:10]([CH3:13])([CH3:12])[CH3:11])=[O:8])[CH2:2][CH2:3]2)=[O:31])=[CH:26][CH:27]=1.